This data is from Peptide-MHC class I binding affinity with 185,985 pairs from IEDB/IMGT. The task is: Regression. Given a peptide amino acid sequence and an MHC pseudo amino acid sequence, predict their binding affinity value. This is MHC class I binding data. (1) The peptide sequence is YMVTDKTAYI. The MHC is HLA-A02:03 with pseudo-sequence HLA-A02:03. The binding affinity (normalized) is 1.00. (2) The MHC is HLA-A25:01 with pseudo-sequence HLA-A25:01. The binding affinity (normalized) is 0.657. The peptide sequence is ETKKRMDYF. (3) The peptide sequence is GLFDFVNFV. The MHC is H-2-Kb with pseudo-sequence H-2-Kb. The binding affinity (normalized) is 0.328. (4) The peptide sequence is AIIRILQQL. The MHC is HLA-B54:01 with pseudo-sequence HLA-B54:01. The binding affinity (normalized) is 0. (5) The MHC is HLA-B15:01 with pseudo-sequence HLA-B15:01. The binding affinity (normalized) is 0.567. The peptide sequence is ISLICGHSY. (6) The peptide sequence is LMTAISQGI. The MHC is HLA-B40:01 with pseudo-sequence HLA-B40:01. The binding affinity (normalized) is 0.0847.